This data is from Forward reaction prediction with 1.9M reactions from USPTO patents (1976-2016). The task is: Predict the product of the given reaction. (1) Given the reactants [NH2:1][C:2]1[CH:10]=[CH:9][C:8]([OH:11])=[CH:7][C:3]=1[C:4]([OH:6])=[O:5].[CH3:12][C:13]([O:16][C:17](O[C:17]([O:16][C:13]([CH3:15])([CH3:14])[CH3:12])=[O:18])=[O:18])([CH3:15])[CH3:14], predict the reaction product. The product is: [C:13]([O:16][C:17]([NH:1][C:2]1[CH:10]=[CH:9][C:8]([OH:11])=[CH:7][C:3]=1[C:4]([OH:6])=[O:5])=[O:18])([CH3:15])([CH3:14])[CH3:12]. (2) The product is: [F:44][C:41]1[CH:40]=[CH:39][C:38]([CH2:37][N:34]2[C:35](=[O:36])[C:16]3[C:15]([OH:14])=[C:24]4[C:19]([CH:20]=[CH:21][CH:22]=[N:23]4)=[C:18]([C:25]4[C:26]([O:31][CH3:32])=[N:27][CH:28]=[CH:29][CH:30]=4)[C:17]=3[CH2:33]2)=[CH:43][CH:42]=1.[C:47]([OH:49])([C:46]([F:51])([F:50])[F:45])=[O:48]. Given the reactants C([O:14][C:15]1[C:16]2[C:35](=[O:36])[N:34]([CH2:37][C:38]3[CH:43]=[CH:42][C:41]([F:44])=[CH:40][CH:39]=3)[CH2:33][C:17]=2[C:18]([C:25]2[C:26]([O:31][CH3:32])=[N:27][CH:28]=[CH:29][CH:30]=2)=[C:19]2[C:24]=1[N:23]=[CH:22][CH:21]=[CH:20]2)(C1C=CC=CC=1)C1C=CC=CC=1.[F:45][C:46]([F:51])([F:50])[C:47]([OH:49])=[O:48].C([SiH](CC)CC)C, predict the reaction product. (3) Given the reactants CCN(C(C)C)C(C)C.C1C=CC2N(O)N=NC=2C=1.[CH3:20][O:21][CH2:22][C:23]([OH:25])=O.CCN=C=NCCCN(C)C.[NH2:37][C@@H:38]1[C:46]2[C:41](=[CH:42][CH:43]=[CH:44][CH:45]=2)[CH2:40][C@H:39]1[NH:47][C:48]([C:50]1[NH:54][C:53]2[C:55]([Cl:59])=[C:56]([Cl:58])[S:57][C:52]=2[CH:51]=1)=[O:49], predict the reaction product. The product is: [Cl:58][C:56]1[S:57][C:52]2[CH:51]=[C:50]([C:48]([NH:47][C@@H:39]3[CH2:40][C:41]4[C:46](=[CH:45][CH:44]=[CH:43][CH:42]=4)[C@H:38]3[NH:37][C:23](=[O:25])[CH2:22][O:21][CH3:20])=[O:49])[NH:54][C:53]=2[C:55]=1[Cl:59].